This data is from Catalyst prediction with 721,799 reactions and 888 catalyst types from USPTO. The task is: Predict which catalyst facilitates the given reaction. (1) Reactant: [CH:1]1([C:4]([N:6]2[CH2:10][CH2:9][C@@H:8]([CH2:11][N:12]3[C:16](=[O:17])[C:15]4([CH2:22][CH2:21][NH:20][CH2:19][CH2:18]4)[N:14]=[C:13]3[C:23]3[CH:28]=[CH:27][C:26]([C:29]4[CH:30]=[C:31]5[C:35](=[CH:36][CH:37]=4)[N:34]([CH3:38])[N:33]=[CH:32]5)=[CH:25][CH:24]=3)[CH2:7]2)=[O:5])[CH2:3][CH2:2]1.CCN(CC)CC.[C:46](Cl)(=[O:50])[CH:47]([CH3:49])[CH3:48]. Product: [CH:1]1([C:4]([N:6]2[CH2:10][CH2:9][C@@H:8]([CH2:11][N:12]3[C:16](=[O:17])[C:15]4([CH2:18][CH2:19][N:20]([C:46](=[O:50])[CH:47]([CH3:49])[CH3:48])[CH2:21][CH2:22]4)[N:14]=[C:13]3[C:23]3[CH:28]=[CH:27][C:26]([C:29]4[CH:30]=[C:31]5[C:35](=[CH:36][CH:37]=4)[N:34]([CH3:38])[N:33]=[CH:32]5)=[CH:25][CH:24]=3)[CH2:7]2)=[O:5])[CH2:3][CH2:2]1. The catalyst class is: 2. (2) Reactant: FC(F)(F)C(O)=O.[F:8][C:9]1[CH:10]=[C:11]([CH2:15][CH2:16][C@@H:17]2[CH2:21][CH2:20][CH2:19][N:18]2C(OC(C)(C)C)=O)[CH:12]=[CH:13][CH:14]=1. Product: [F:8][C:9]1[CH:10]=[C:11]([CH2:15][CH2:16][C@@H:17]2[CH2:21][CH2:20][CH2:19][NH:18]2)[CH:12]=[CH:13][CH:14]=1. The catalyst class is: 2. (3) Reactant: [CH2:1]([N:3]1[C:7]2=[N:8][C:9]([CH2:49][CH3:50])=[C:10]([CH2:19][NH:20][C:21]([C:23]3[CH:28]=[CH:27][CH:26]=[C:25]([C:29]([NH:31][CH2:32][C:33]4[CH:34]=[C:35]([C:41]5[CH:46]=[CH:45][CH:44]=[C:43](C=O)[CH:42]=5)[CH:36]=[CH:37][C:38]=4[O:39][CH3:40])=[O:30])[CH:24]=3)=[O:22])[C:11]([NH:12][CH:13]3[CH2:18][CH2:17][O:16][CH2:15][CH2:14]3)=[C:6]2[CH:5]=[N:4]1)[CH3:2].[N:51]1([C:57](OC(C)(C)C)=O)[CH2:56][CH2:55][NH:54][CH2:53][CH2:52]1.C(O[BH-](OC(=O)C)OC(=O)C)(=O)C.[Na+].CC(O)=O. Product: [CH2:1]([N:3]1[C:7]2=[N:8][C:9]([CH2:49][CH3:50])=[C:10]([CH2:19][NH:20][C:21]([C:23]3[CH:28]=[CH:27][CH:26]=[C:25]([C:29]([NH:31][CH2:32][C:33]4[CH:34]=[C:35]([C:41]5[CH:46]=[CH:45][CH:44]=[C:43]([CH2:57][N:51]6[CH2:52][CH2:53][NH:54][CH2:55][CH2:56]6)[CH:42]=5)[CH:36]=[CH:37][C:38]=4[O:39][CH3:40])=[O:30])[CH:24]=3)=[O:22])[C:11]([NH:12][CH:13]3[CH2:18][CH2:17][O:16][CH2:15][CH2:14]3)=[C:6]2[CH:5]=[N:4]1)[CH3:2]. The catalyst class is: 2. (4) Reactant: Br[C:2]1[CH:11]=[C:10]([F:12])[CH:9]=[CH:8][C:3]=1[C:4]([O:6][CH3:7])=[O:5].[CH:13](/B(O)O)=[CH:14]\[C:15]1[CH:20]=[CH:19][CH:18]=[CH:17][CH:16]=1.[O-]P([O-])([O-])=O.[K+].[K+].[K+]. Product: [F:12][C:10]1[CH:9]=[CH:8][C:3]([C:4]([O:6][CH3:7])=[O:5])=[C:2]([CH2:13][CH2:14][C:15]2[CH:20]=[CH:19][CH:18]=[CH:17][CH:16]=2)[CH:11]=1. The catalyst class is: 77. (5) Reactant: [N:1]1[CH:6]=[CH:5][C:4]([C:7]2[CH:8]=[N:9][C:10]3[C:15]([CH:16]=2)=[CH:14][CH:13]=[CH:12][CH:11]=3)=[CH:3][CH:2]=1. Product: [N:1]1[CH:6]=[CH:5][C:4]([CH:7]2[CH2:16][C:15]3[C:10](=[CH:11][CH:12]=[CH:13][CH:14]=3)[NH:9][CH2:8]2)=[CH:3][CH:2]=1. The catalyst class is: 810. (6) Reactant: [N:1]1[N:2]=[C:3]([C:10]2[CH:19]=[CH:18][C:17]3[C:12](=[C:13]([O:20][C@H:21]4[CH2:26][CH2:25][N:24](C(OC(C)(C)C)=O)[C@H:23]([C:34](=[O:39])[N:35]([O:37][CH3:38])[CH3:36])[CH2:22]4)[CH:14]=[CH:15][CH:16]=3)[N:11]=2)[N:4]2[CH:9]=[CH:8][CH:7]=[CH:6][C:5]=12.C(Cl)(Cl)[Cl:41].[ClH:44]. Product: [ClH:41].[ClH:44].[N:1]1[N:2]=[C:3]([C:10]2[CH:19]=[CH:18][C:17]3[C:12](=[C:13]([O:20][C@H:21]4[CH2:26][CH2:25][NH:24][C@H:23]([C:34]([N:35]([O:37][CH3:38])[CH3:36])=[O:39])[CH2:22]4)[CH:14]=[CH:15][CH:16]=3)[N:11]=2)[N:4]2[CH:9]=[CH:8][CH:7]=[CH:6][C:5]=12. The catalyst class is: 28. (7) Reactant: [CH3:1][O:2][C:3]1[CH:31]=[CH:30][CH:29]=[CH:28][C:4]=1[C:5]([NH:7][C:8]1[CH:20]=[C:19]([O:21][C:22]2[CH:27]=[CH:26][CH:25]=[CH:24][CH:23]=2)[CH:18]=[CH:17][C:9]=1[C:10]([O:12]C(C)(C)C)=[O:11])=[O:6]. Product: [CH3:1][O:2][C:3]1[CH:31]=[CH:30][CH:29]=[CH:28][C:4]=1[C:5]([NH:7][C:8]1[CH:20]=[C:19]([O:21][C:22]2[CH:23]=[CH:24][CH:25]=[CH:26][CH:27]=2)[CH:18]=[CH:17][C:9]=1[C:10]([OH:12])=[O:11])=[O:6]. The catalyst class is: 55.